This data is from Catalyst prediction with 721,799 reactions and 888 catalyst types from USPTO. The task is: Predict which catalyst facilitates the given reaction. (1) Reactant: [N+:1]([C:4]1[CH:9]=[CH:8][C:7]([N:10]2[CH2:15][CH2:14][NH:13][CH2:12][CH2:11]2)=[CH:6][CH:5]=1)([O-:3])=[O:2].[N:16]1[CH:21]=[CH:20][CH:19]=[C:18]([S:22](Cl)(=[O:24])=[O:23])[CH:17]=1. Product: [N+:1]([C:4]1[CH:5]=[CH:6][C:7]([N:10]2[CH2:15][CH2:14][N:13]([S:22]([C:18]3[CH:17]=[N:16][CH:21]=[CH:20][CH:19]=3)(=[O:24])=[O:23])[CH2:12][CH2:11]2)=[CH:8][CH:9]=1)([O-:3])=[O:2]. The catalyst class is: 877. (2) Product: [CH2:3]([O:10][C:11]1[CH:12]=[CH:13][C:14]([CH:15]=[CH:16][C:17]([NH:26][C@H:25]([C:24]([OH:34])=[O:23])[CH2:27][C:28]2[CH:33]=[CH:32][CH:31]=[CH:30][CH:29]=2)=[O:19])=[CH:20][CH:21]=1)[C:4]1[CH:5]=[CH:6][CH:7]=[CH:8][CH:9]=1. The catalyst class is: 8. Reactant: [OH-].[Li+].[CH2:3]([O:10][C:11]1[CH:21]=[CH:20][C:14]([CH:15]=[CH:16][C:17]([OH:19])=O)=[CH:13][CH:12]=1)[C:4]1[CH:9]=[CH:8][CH:7]=[CH:6][CH:5]=1.C[O:23][C:24](=[O:34])[C@H:25]([CH2:27][C:28]1[CH:33]=[CH:32][CH:31]=[CH:30][CH:29]=1)[NH2:26]. (3) Reactant: [CH2:1]([N:8]([CH3:27])[S:9]([C:12]1[CH:13]=[C:14]2[C:18](=[CH:19][CH:20]=1)[NH:17][C:16](=[O:21])[C:15]12OCCC[O:22]1)(=[O:11])=[O:10])[C:2]1[CH:7]=[CH:6][CH:5]=[CH:4][CH:3]=1.[OH-].C([N+](C)(C)C)C1C=CC=CC=1.C(#N)C=C. Product: [CH2:1]([N:8]([CH3:27])[S:9]([C:12]1[CH:13]=[C:14]2[C:18](=[CH:19][CH:20]=1)[NH:17][C:16](=[O:21])[C:15]2=[O:22])(=[O:11])=[O:10])[C:2]1[CH:7]=[CH:6][CH:5]=[CH:4][CH:3]=1. The catalyst class is: 14. (4) The catalyst class is: 5. Reactant: [OH:1][C:2]1[C:3]([I:12])=[C:4]([CH:7]=[CH:8][C:9]=1[O:10][CH3:11])[CH:5]=O.C(=O)([O-])[O-].[K+].[K+].C(OP([CH2:27][C:28]([O:30][CH3:31])=[O:29])(OCC)=O)C. Product: [OH:1][C:2]1[C:3]([I:12])=[C:4](/[CH:5]=[CH:27]/[C:28]([O:30][CH3:31])=[O:29])[CH:7]=[CH:8][C:9]=1[O:10][CH3:11]. (5) Product: [N:1]1[CH:6]=[CH:5][CH:4]=[C:3]([C:7]2[S:8][C:9]([CH:13]([CH3:18])[C:14]([F:17])([F:15])[F:16])=[C:10]([O:12][S:28]([C:31]([F:34])([F:33])[F:32])(=[O:30])=[O:29])[N:11]=2)[CH:2]=1. The catalyst class is: 3. Reactant: [N:1]1[CH:6]=[CH:5][CH:4]=[C:3]([C:7]2[S:8][C:9]([CH:13]([CH3:18])[C:14]([F:17])([F:16])[F:15])=[C:10]([OH:12])[N:11]=2)[CH:2]=1.[H-].[Na+].C1C=CC(N([S:28]([C:31]([F:34])([F:33])[F:32])(=[O:30])=[O:29])[S:28]([C:31]([F:34])([F:33])[F:32])(=[O:30])=[O:29])=CC=1.O. (6) Reactant: [NH2:1][CH2:2][CH2:3][CH2:4][C:5]([OH:7])=[O:6].[F:8][C:9]([F:24])([F:23])[C:10]1[CH:11]=[C:12]([CH:16]=[C:17]([C:19]([F:22])([F:21])[F:20])[CH:18]=1)[C:13](Cl)=[O:14]. Product: [F:8][C:9]([F:23])([F:24])[C:10]1[CH:11]=[C:12]([CH:16]=[C:17]([C:19]([F:22])([F:20])[F:21])[CH:18]=1)[C:13]([NH:1][CH2:2][CH2:3][CH2:4][C:5]([OH:7])=[O:6])=[O:14]. The catalyst class is: 74.